From a dataset of Peptide-MHC class II binding affinity with 134,281 pairs from IEDB. Regression. Given a peptide amino acid sequence and an MHC pseudo amino acid sequence, predict their binding affinity value. This is MHC class II binding data. The peptide sequence is SSYAATEVANAAAAS. The MHC is HLA-DQA10201-DQB10202 with pseudo-sequence HLA-DQA10201-DQB10202. The binding affinity (normalized) is 0.299.